This data is from Full USPTO retrosynthesis dataset with 1.9M reactions from patents (1976-2016). The task is: Predict the reactants needed to synthesize the given product. Given the product [N:19]1[CH:20]=[CH:21][C:16]([CH2:15][NH:14][C:9]2[CH:10]=[CH:11][CH:12]=[CH:13][C:8]=2[C:7]([NH:6][O:5][CH2:4][C:3]2[CH:23]=[CH:24][CH:25]=[CH:26][C:2]=2[C:28]2[S:27][CH:31]=[CH:30][CH:29]=2)=[O:22])=[CH:17][CH:18]=1, predict the reactants needed to synthesize it. The reactants are: I[C:2]1[CH:26]=[CH:25][CH:24]=[CH:23][C:3]=1[CH2:4][O:5][NH:6][C:7](=[O:22])[C:8]1[CH:13]=[CH:12][CH:11]=[CH:10][C:9]=1[NH:14][CH2:15][C:16]1[CH:21]=[CH:20][N:19]=[CH:18][CH:17]=1.[S:27]1[CH:31]=[CH:30][CH:29]=[C:28]1B(O)O.